Dataset: Catalyst prediction with 721,799 reactions and 888 catalyst types from USPTO. Task: Predict which catalyst facilitates the given reaction. (1) Reactant: [N:1]([C:4]1[C:13]([C:14]2[CH:19]=[CH:18][C:17]([O:20][CH3:21])=[CH:16][CH:15]=2)=[N:12][C:11]([C:22]2[CH:27]=[CH:26][C:25]([O:28][CH3:29])=[CH:24][CH:23]=2)=[CH:10][C:5]=1[C:6]([O:8][CH3:9])=[O:7])=[N+]=[N-]. Product: [CH3:21][O:20][C:17]1[CH:16]=[CH:15][C:14]2[C:13]3[N:12]=[C:11]([C:22]4[CH:27]=[CH:26][C:25]([O:28][CH3:29])=[CH:24][CH:23]=4)[CH:10]=[C:5]([C:6]([O:8][CH3:9])=[O:7])[C:4]=3[NH:1][C:19]=2[CH:18]=1. The catalyst class is: 262. (2) The catalyst class is: 11. Reactant: C[C:2]1(C)[C:14](=[CH2:15])[C:13](=[O:16])[C:12]2[C:11]3[C:6](=[CH:7][CH:8]=[CH:9][CH:10]=3)[N:5]([CH2:17][C:18]3[CH:27]=[CH:26][C:21]([C:22]([O:24][CH3:25])=[O:23])=[CH:20][CH:19]=3)[C:4]=2[CH2:3]1.[N:29]1([C:35]([O:37][C:38]([CH3:41])([CH3:40])[CH3:39])=[O:36])[CH2:34][CH2:33][NH:32][CH2:31][CH2:30]1. Product: [CH3:25][O:24][C:22]([C:21]1[CH:20]=[CH:19][C:18]([CH2:17][N:5]2[C:4]3[CH2:3][CH2:2][CH:14]([CH2:15][N:32]4[CH2:33][CH2:34][N:29]([C:35]([O:37][C:38]([CH3:41])([CH3:40])[CH3:39])=[O:36])[CH2:30][CH2:31]4)[C:13](=[O:16])[C:12]=3[C:11]3[C:6]2=[CH:7][CH:8]=[CH:9][CH:10]=3)=[CH:27][CH:26]=1)=[O:23]. (3) Reactant: [CH3:1][O:2][C:3]1[CH:20]=[CH:19][C:6]([C:7]([NH:9][C:10]2[N:18]=[CH:17][N:16]=[C:15]3[C:11]=2[NH:12][CH:13]=[N:14]3)=[O:8])=[CH:5][CH:4]=1.CN(C=O)C.[H-].[Na+].[C:28]([O:32][C:33](=[O:36])[CH2:34]Br)([CH3:31])([CH3:30])[CH3:29]. Product: [CH3:1][O:2][C:3]1[CH:4]=[CH:5][C:6]([C:7]([NH:9][C:10]2[N:18]=[CH:17][N:16]=[C:15]3[C:11]=2[N:12]=[CH:13][N:14]3[CH2:34][C:33]([O:32][C:28]([CH3:31])([CH3:30])[CH3:29])=[O:36])=[O:8])=[CH:19][CH:20]=1. The catalyst class is: 6. (4) Reactant: [NH:1]1[CH:5]=[N:4][CH:3]=[N:2]1.[I:6][C:7]1[CH:14]=[CH:13][CH:12]=[CH:11][C:8]=1[CH2:9]Br.C1CCN2C(=NCCC2)CC1. Product: [I:6][C:7]1[CH:14]=[CH:13][CH:12]=[CH:11][C:8]=1[CH2:9][N:1]1[CH:5]=[N:4][CH:3]=[N:2]1. The catalyst class is: 1.